From a dataset of Forward reaction prediction with 1.9M reactions from USPTO patents (1976-2016). Predict the product of the given reaction. (1) Given the reactants Br[C:2]1[N:3]=[C:4]([NH:10][C:11]2[S:15][N:14]=[C:13]([CH3:16])[CH:12]=2)[C:5](=[O:9])[N:6]([CH3:8])[CH:7]=1.[C:17]([O:20][CH2:21][C:22]1[C:23]([N:37]2[CH2:48][CH2:47][N:46]3[C:39](=[CH:40][C:41]4[CH2:42][C:43]([CH3:50])([CH3:49])[CH2:44][C:45]=43)[C:38]2=[O:51])=[N:24][CH:25]=[CH:26][C:27]=1B1OC(C)(C)C(C)(C)O1)(=[O:19])[CH3:18].[O-]P([O-])([O-])=O.[K+].[K+].[K+].O.O.O.C([O-])(=O)C.[Na+], predict the reaction product. The product is: [C:17]([O:20][CH2:21][C:22]1[C:23]([N:37]2[CH2:48][CH2:47][N:46]3[C:39](=[CH:40][C:41]4[CH2:42][C:43]([CH3:50])([CH3:49])[CH2:44][C:45]=43)[C:38]2=[O:51])=[N:24][CH:25]=[CH:26][C:27]=1[C:2]1[N:3]=[C:4]([NH:10][C:11]2[S:15][N:14]=[C:13]([CH3:16])[CH:12]=2)[C:5](=[O:9])[N:6]([CH3:8])[CH:7]=1)(=[O:19])[CH3:18]. (2) The product is: [F:10][C:11]1[C:19]([N+:1]([O-:4])=[O:2])=[CH:18][CH:17]=[C:16]([F:20])[C:12]=1[C:13]([OH:15])=[O:14]. Given the reactants [N+:1]([O-:4])(O)=[O:2].OS(O)(=O)=O.[F:10][C:11]1[CH:19]=[CH:18][CH:17]=[C:16]([F:20])[C:12]=1[C:13]([OH:15])=[O:14], predict the reaction product. (3) The product is: [Cl:3][C:4]1[CH:9]=[CH:8][CH:7]=[CH:6][C:5]=1[N:10]1[C:14]([C:15]2[S:16][C:17]([C:20]3[CH:25]=[CH:24][CH:23]=[C:22]([S:26]([CH3:29])(=[O:27])=[O:28])[CH:21]=3)=[CH:18][CH:19]=2)=[CH:13][C:12]([CH2:30][O:31][O:45][CH2:34][C:35]2[CH:40]=[CH:39][CH:38]=[CH:37][N:36]=2)=[N:11]1. Given the reactants [H-].[Na+].[Cl:3][C:4]1[CH:9]=[CH:8][CH:7]=[CH:6][C:5]=1[N:10]1[C:14]([C:15]2[S:16][C:17]([C:20]3[CH:25]=[CH:24][CH:23]=[C:22]([S:26]([CH3:29])(=[O:28])=[O:27])[CH:21]=3)=[CH:18][CH:19]=2)=[CH:13][C:12]([CH2:30][OH:31])=[N:11]1.Br.Br[CH2:34][C:35]1[CH:40]=[CH:39][CH:38]=[CH:37][N:36]=1.CN(C=[O:45])C, predict the reaction product.